This data is from Human Reference Interactome with 51,813 positive PPI pairs across 8,248 proteins, plus equal number of experimentally-validated negative pairs. The task is: Binary Classification. Given two protein amino acid sequences, predict whether they physically interact or not. Protein 1 (ENSG00000153130) has sequence MDGSRKEEEEDSTFTNISLADDIDHSSRILYPRPKSLLPKMMNADMDAVDAENQVELEEKTRLINQVLELQHTLEDLSARVDAVKEENLKLKSENQVLGQYIENLMSASSVFQTTDTKSKRK*MMNADMDAVDAENQVELEEKTRLINQVLELQHTLEDLSARVDAVKEENLKLKSENQVLGQYIENLMSASSVFQTTDTKSKRK*MRRRVFSSQDWRASGWDGMGFFSRRTFCGRSGRSCRGQLVQVSRPEVSAGSLLLPAPQAEDHSSRILYPRPKSLLPKMMNADMDDLSARVDAVK.... Protein 2 (ENSG00000204227) has sequence MTTPANAQNASKTWELSLYELHRTPQEAIMDGTEIAVSPRSLHSELMCPICLDMLKNTMTTKECLHRFCSDCIVTALRSGNKECPTCRKKLVSKRSLRPDPNFDALISKIYPSREEYEAHQDRVLIRLSRLHNQQALSSSIEEGLRMQAMHRAQRVRRPIPGSDQTTTMSGGEGEPGEGEGDGEDVSSDSAPDSAPGPAPKRPRGGGAGGSSVGTGGGGTGGVGGGAGSEDSGDRGGTLGGGTLGPPSPPGAPSPPEPGGEIELVFRPHPLLVEKGEYCQTRYVKTTGNATVDHLSKYLA.... Result: 0 (the proteins do not interact).